This data is from Full USPTO retrosynthesis dataset with 1.9M reactions from patents (1976-2016). The task is: Predict the reactants needed to synthesize the given product. (1) Given the product [C:10]([O:13][CH2:1][C:2]1[CH:7]=[CH:6][CH:5]=[C:4]([CH3:8])[N:3]=1)(=[O:12])[CH3:11], predict the reactants needed to synthesize it. The reactants are: [CH3:1][C:2]1[CH:7]=[CH:6][CH:5]=[C:4]([CH3:8])[N+:3]=1[O-].[C:10]([O:13]C(=O)C)(=[O:12])[CH3:11]. (2) Given the product [F:20][C:14]1[CH:13]=[C:12]([NH:10][C:5]2[C:4]([N+:1]([O-:3])=[O:2])=[CH:9][CH:8]=[CH:7][N:6]=2)[CH:19]=[CH:18][C:15]=1[C:16]#[N:17], predict the reactants needed to synthesize it. The reactants are: [N+:1]([C:4]1[C:5]([NH2:10])=[N:6][CH:7]=[CH:8][CH:9]=1)([O-:3])=[O:2].Br[C:12]1[CH:19]=[CH:18][C:15]([C:16]#[N:17])=[C:14]([F:20])[CH:13]=1.C1(P(C2C=CC=CC=2)C2C3OC4C(=CC=CC=4P(C4C=CC=CC=4)C4C=CC=CC=4)C(C)(C)C=3C=CC=2)C=CC=CC=1.C(=O)([O-])[O-].[Cs+].[Cs+]. (3) Given the product [Br:1][C:2]1[CH:7]=[CH:6][C:5]([NH:8][C:9]2[C:14]([N+:15]([O-:17])=[O:16])=[CH:13][N:12]([CH3:18])[C:11](=[O:19])[C:10]=2[Cl:47])=[C:4]([F:20])[CH:3]=1, predict the reactants needed to synthesize it. The reactants are: [Br:1][C:2]1[CH:7]=[CH:6][C:5]([NH:8][C:9]2[C:14]([N+:15]([O-:17])=[O:16])=[CH:13][N:12]([CH3:18])[C:11](=[O:19])[CH:10]=2)=[C:4]([F:20])[CH:3]=1.FC1C=C(I)C=CC=1NC1C([N+]([O-])=O)=CNC(=O)C=1.C1C(=O)N([Cl:47])C(=O)C1.